This data is from Catalyst prediction with 721,799 reactions and 888 catalyst types from USPTO. The task is: Predict which catalyst facilitates the given reaction. Reactant: [N:1]1[CH:6]=[CH:5][C:4]([C:7]2[S:8][CH:9]=[C:10]([CH2:12][C:13]([NH2:15])=[O:14])[N:11]=2)=[CH:3][CH:2]=1.CN(C)[CH:18]=[CH:19][C:20](=O)[CH3:21].[H-].[Na+].Cl. Product: [CH3:18][C:19]1[NH:15][C:13](=[O:14])[C:12]([C:10]2[N:11]=[C:7]([C:4]3[CH:5]=[CH:6][N:1]=[CH:2][CH:3]=3)[S:8][CH:9]=2)=[CH:21][CH:20]=1. The catalyst class is: 18.